From a dataset of Forward reaction prediction with 1.9M reactions from USPTO patents (1976-2016). Predict the product of the given reaction. Given the reactants [CH3:1][O:2][C:3]1[CH:4]=[C:5]([CH2:20][C:21]([OH:23])=[O:22])[CH:6]=[CH:7][C:8]=1[NH:9][C:10]([NH:12][C:13]1[CH:18]=[CH:17][CH:16]=[CH:15][C:14]=1[CH3:19])=[O:11].CCN(CC)CC.FC(F)(F)C(O[C:36]1[C:41]([F:42])=[C:40]([F:43])[C:39]([F:44])=[C:38]([F:45])[C:37]=1[F:46])=O.O, predict the reaction product. The product is: [CH3:1][O:2][C:3]1[CH:4]=[C:5]([CH2:20][C:21]([O:23][C:36]2[C:37]([F:46])=[C:38]([F:45])[C:39]([F:44])=[C:40]([F:43])[C:41]=2[F:42])=[O:22])[CH:6]=[CH:7][C:8]=1[NH:9][C:10]([NH:12][C:13]1[CH:18]=[CH:17][CH:16]=[CH:15][C:14]=1[CH3:19])=[O:11].